This data is from Catalyst prediction with 721,799 reactions and 888 catalyst types from USPTO. The task is: Predict which catalyst facilitates the given reaction. Reactant: [CH2:1]([O:8][C:9](=[O:23])[NH:10][CH2:11][CH2:12][O:13][C:14]1[CH:19]=[CH:18][C:17]([C:20](=[O:22])[NH2:21])=[CH:16][CH:15]=1)[C:2]1[CH:7]=[CH:6][CH:5]=[CH:4][CH:3]=1.Br[CH2:25][C:26](OC)(OC)[CH3:27]. Product: [CH2:1]([O:8][C:9](=[O:23])[NH:10][CH2:11][CH2:12][O:13][C:14]1[CH:15]=[CH:16][C:17]([C:20]2[O:22][CH:25]=[C:26]([CH3:27])[N:21]=2)=[CH:18][CH:19]=1)[C:2]1[CH:7]=[CH:6][CH:5]=[CH:4][CH:3]=1. The catalyst class is: 6.